This data is from Reaction yield outcomes from USPTO patents with 853,638 reactions. The task is: Predict the reaction yield, written as a fraction of the theoretical maximum amount of product (1.0 means a 100% yield; for example, 0.34 means a 34% yield). The reactants are [Br:1][C:2]1[CH:3]=[CH:4][C:5]2[N:6]([CH2:16][CH:17]3[O:21][C:20](=[O:22])[NH:19][CH2:18]3)[C:7]3[C:12]([C:13]=2[CH:14]=1)=[CH:11][C:10]([Br:15])=[CH:9][CH:8]=3.I[C:24]1[CH:29]=[CH:28][CH:27]=[CH:26][N:25]=1.C([O-])([O-])=O.[K+].[K+].C(Cl)Cl.CCOC(C)=O. The catalyst is CS(C)=O.CCOC(C)=O.[Cu]I. The product is [Br:15][C:10]1[CH:9]=[CH:8][C:7]2[N:6]([CH2:16][CH:17]3[O:21][C:20](=[O:22])[N:19]([C:24]4[CH:29]=[CH:28][CH:27]=[CH:26][N:25]=4)[CH2:18]3)[C:5]3[C:13]([C:12]=2[CH:11]=1)=[CH:14][C:2]([Br:1])=[CH:3][CH:4]=3. The yield is 0.794.